Dataset: Catalyst prediction with 721,799 reactions and 888 catalyst types from USPTO. Task: Predict which catalyst facilitates the given reaction. (1) Reactant: [Br:1][C:2]1[CH:3]=[CH:4][C:5]([OH:11])=[C:6]([C:8](=O)[CH3:9])[CH:7]=1.Br[CH2:13][C:14]([O:16][CH3:17])=[O:15].C(=O)([O-])[O-].[K+].[K+]. Product: [Br:1][C:2]1[CH:3]=[CH:4][C:5]2[O:11][C:13]([C:14]([O:16][CH3:17])=[O:15])=[C:8]([CH3:9])[C:6]=2[CH:7]=1. The catalyst class is: 9. (2) Reactant: [CH2:1]([C:3]1[N:11]([CH3:12])[C:10]2[C:9](=[O:13])[NH:8][C:7](=[O:14])[N:6]([CH2:15][CH2:16][CH3:17])[C:5]=2[N:4]=1)[CH3:2].C([O-])([O-])=O.[Cs+].[Cs+].[Cl:24][C:25]1[CH:32]=[CH:31][C:28]([CH2:29]Br)=[CH:27][CH:26]=1.O. Product: [Cl:24][C:25]1[CH:32]=[CH:31][C:28]([CH2:29][N:8]2[C:9](=[O:13])[C:10]3[N:11]([CH3:12])[C:3]([CH2:1][CH3:2])=[N:4][C:5]=3[N:6]([CH2:15][CH2:16][CH3:17])[C:7]2=[O:14])=[CH:27][CH:26]=1. The catalyst class is: 589. (3) Reactant: [ClH:1].[Cl:2][C:3]1[N:11]=[C:10]([O:12][CH3:13])[CH:9]=[CH:8][C:4]=1[C:5](O)=[O:6]. Product: [Cl:2][C:3]1[N:11]=[C:10]([O:12][CH3:13])[CH:9]=[CH:8][C:4]=1[C:5]([Cl:1])=[O:6]. The catalyst class is: 309. (4) Reactant: C(OCC1[C:18]2[C:13](=[CH:14][N:15]=[C:16]([C:19]([NH:21][OH:22])=[O:20])[CH:17]=2)[N:12]([CH2:23][C:24]2[CH:29]=[CH:28][C:27]([F:30])=[CH:26][C:25]=2[F:31])[CH:11]=1)C1C=CC=CC=1.S(Cl)(Cl)=O.Cl.Cl.[N:38]1C2C[C@@H](C(O)=O)NCC=2NC=1. Product: [F:31][C:25]1[CH:26]=[C:27]([F:30])[CH:28]=[CH:29][C:24]=1[CH2:23][N:12]1[C:13]2[CH:14]=[N:15][C:16]([C:19]([NH:21][OH:22])=[O:20])=[CH:17][C:18]=2[N:38]=[CH:11]1. The catalyst class is: 5. (5) Reactant: [CH2:1]([O:8][C:9](=[O:35])[NH:10][C@H:11]([C:24]([C:26]1[S:27][C:28]2[CH:34]=[CH:33][CH:32]=[CH:31][C:29]=2[N:30]=1)=[O:25])[CH2:12][CH2:13][CH2:14][CH2:15][NH:16]C(OC(C)(C)C)=O)[C:2]1[CH:7]=[CH:6][CH:5]=[CH:4][CH:3]=1.[ClH:36].CC(=O)OCC. The catalyst class is: 425. Product: [ClH:36].[CH2:1]([O:8][C:9](=[O:35])[NH:10][C@H:11]([C:24]([C:26]1[S:27][C:28]2[CH:34]=[CH:33][CH:32]=[CH:31][C:29]=2[N:30]=1)=[O:25])[CH2:12][CH2:13][CH2:14][CH2:15][NH2:16])[C:2]1[CH:7]=[CH:6][CH:5]=[CH:4][CH:3]=1. (6) Reactant: [Br:1][C:2]1[C:7]([CH2:8][CH3:9])=[CH:6][C:5]([OH:10])=[C:4]([F:11])[CH:3]=1.CCN(C(C)C)C(C)C.[CH3:21][Si:22]([CH2:25][CH2:26][O:27][CH2:28]Cl)([CH3:24])[CH3:23]. Product: [Br:1][C:2]1[C:7]([CH2:8][CH3:9])=[CH:6][C:5]([O:10][CH2:28][O:27][CH2:26][CH2:25][Si:22]([CH3:24])([CH3:23])[CH3:21])=[C:4]([F:11])[CH:3]=1. The catalyst class is: 2. (7) Reactant: [I:1][Si](C)(C)C.[CH:6]1[N:10]2[C:11]3[CH:30]=[CH:29][CH:28]=[CH:27][C:12]=3[CH2:13][CH2:14][C@@H:15]([NH:16]C(=O)OCC3C=CC=CC=3)[C:9]2=[N:8][CH:7]=1.C(O)C.CCCCCC.C(O)C. Product: [IH:1].[IH:1].[CH:6]1[N:10]2[C:11]3[CH:30]=[CH:29][CH:28]=[CH:27][C:12]=3[CH2:13][CH2:14][C@@H:15]([NH2:16])[C:9]2=[N:8][CH:7]=1. The catalyst class is: 4. (8) Reactant: [CH3:1][O:2][C:3]([C:5]1([C:8](O)=[O:9])[CH2:7][CH2:6]1)=[O:4].ClC(OCC(C)C)=O.[BH4-].[Na+]. Product: [OH:9][CH2:8][C:5]1([C:3]([O:2][CH3:1])=[O:4])[CH2:7][CH2:6]1. The catalyst class is: 20. (9) Reactant: [CH3:1][N:2]([C:13]1[CH:24]=[C:23]2[C:25]3[CH:19]([CH2:20][CH2:21][CH2:22]2)[CH2:18][CH2:17][CH2:16][C:15]=3[CH:14]=1)[C:3]1[CH:12]=[CH:11][C:6]([C:7]([O:9]C)=[O:8])=[CH:5][CH:4]=1.[OH-].[Na+].Cl. Product: [CH3:1][N:2]([C:13]1[CH:24]=[C:23]2[C:25]3[CH:19]([CH2:20][CH2:21][CH2:22]2)[CH2:18][CH2:17][CH2:16][C:15]=3[CH:14]=1)[C:3]1[CH:4]=[CH:5][C:6]([C:7]([OH:9])=[O:8])=[CH:11][CH:12]=1. The catalyst class is: 8.